From a dataset of Peptide-MHC class I binding affinity with 185,985 pairs from IEDB/IMGT. Regression. Given a peptide amino acid sequence and an MHC pseudo amino acid sequence, predict their binding affinity value. This is MHC class I binding data. (1) The peptide sequence is FVNYNFTLV. The MHC is Mamu-B03 with pseudo-sequence Mamu-B03. The binding affinity (normalized) is 0.119. (2) The MHC is HLA-A02:01 with pseudo-sequence HLA-A02:01. The binding affinity (normalized) is 0.938. The peptide sequence is SISEINEWL.